Dataset: Reaction yield outcomes from USPTO patents with 853,638 reactions. Task: Predict the reaction yield, written as a fraction of the theoretical maximum amount of product (1.0 means a 100% yield; for example, 0.34 means a 34% yield). (1) The reactants are [CH3:1][CH:2]1[C:11]2[C:6](=[CH:7][CH:8]=[CH:9][CH:10]=2)[NH:5][CH2:4][CH2:3]1.[N+:12]([O-])([OH:14])=[O:13]. The catalyst is S(=O)(=O)(O)O. The product is [N+:12]([C:8]1[CH:7]=[C:6]2[C:11]([CH:2]([CH3:1])[CH2:3][CH2:4][NH:5]2)=[CH:10][CH:9]=1)([O-:14])=[O:13]. The yield is 0.520. (2) The reactants are [CH3:1][O:2][C:3]1[CH:4]=[C:5]([N:12]2[CH2:17][CH2:16][CH:15]([N:18]3[CH2:23][CH2:22][P:21](=[O:25])([CH3:24])[CH2:20][CH2:19]3)[CH2:14][CH2:13]2)[CH:6]=[CH:7][C:8]=1[N+:9]([O-])=O. The catalyst is [Pd].C(O)C. The product is [CH3:1][O:2][C:3]1[CH:4]=[C:5]([N:12]2[CH2:17][CH2:16][CH:15]([N:18]3[CH2:19][CH2:20][P:21]([CH3:24])(=[O:25])[CH2:22][CH2:23]3)[CH2:14][CH2:13]2)[CH:6]=[CH:7][C:8]=1[NH2:9]. The yield is 0.980. (3) The reactants are CC(C)([O-])C.[K+].[CH3:7][N:8]1[CH:12]=[C:11]([CH2:13][CH2:14][C:15]([O:17]C)=O)[CH:10]=[N:9]1.[CH:19](OC)=O.[NH2:23][C:24]([NH2:26])=[S:25]. The catalyst is C1COCC1.CO. The product is [CH3:7][N:8]1[CH:12]=[C:11]([CH2:13][C:14]2[C:15](=[O:17])[NH:23][C:24](=[S:25])[NH:26][CH:19]=2)[CH:10]=[N:9]1. The yield is 0.504.